This data is from Reaction yield outcomes from USPTO patents with 853,638 reactions. The task is: Predict the reaction yield, written as a fraction of the theoretical maximum amount of product (1.0 means a 100% yield; for example, 0.34 means a 34% yield). (1) The reactants are [OH:1][C:2]1[CH:3]=[C:4]([O:15][C:16]2[CH:17]=[N:18][C:19]([S:22]([CH3:25])(=[O:24])=[O:23])=[CH:20][CH:21]=2)[CH:5]=[C:6]2[C:10]=1[NH:9][C:8]([C:11]([O:13][CH3:14])=[O:12])=[CH:7]2.Cl.O.[C:28](OCC)(=O)C. The catalyst is CO. The product is [CH3:28][O:1][C:2]1[CH:3]=[C:4]([O:15][C:16]2[CH:17]=[N:18][C:19]([S:22]([CH3:25])(=[O:24])=[O:23])=[CH:20][CH:21]=2)[CH:5]=[C:6]2[C:10]=1[NH:9][C:8]([C:11]([O:13][CH3:14])=[O:12])=[CH:7]2. The yield is 0.880. (2) The yield is 0.100. The reactants are [CH3:1][S:2][C:3]1[N:4]=[CH:5][C:6]2[CH:12]=[N:11][CH:10]=[CH:9][C:7]=2[N:8]=1.ClCCl.[F:16][C:17](F)([F:21])C(O)=O.C(OO)(C)(C)C. The product is [F:16][CH:17]([F:21])[C:12]1[C:6]2[CH:5]=[N:4][C:3]([S:2][CH3:1])=[N:8][C:7]=2[CH:9]=[CH:10][N:11]=1. The catalyst is FC(F)S(O[Zn]OS(C(F)F)=O)=O.O. (3) The reactants are [CH3:1][O-].[Na+].C=O.[NH2:6][C:7]1[CH:8]=[C:9]([CH:17]=[CH:18][CH:19]=1)[CH2:10][N:11]1[CH2:16][CH2:15][CH2:14][CH2:13][CH2:12]1.[BH4-].[Na+].[OH-].[K+]. The catalyst is CO. The product is [CH3:1][NH:6][C:7]1[CH:19]=[CH:18][CH:17]=[C:9]([CH2:10][N:11]2[CH2:12][CH2:13][CH2:14][CH2:15][CH2:16]2)[CH:8]=1. The yield is 0.750. (4) The reactants are [Br:1][C:2]1[C:3](=[O:32])[N:4]([C:19]2[CH:20]=[C:21]([CH:28]=[CH:29][C:30]=2[CH3:31])[C:22]([NH:24]CCO)=[O:23])[C:5]([CH3:18])=[CH:6][C:7]=1[O:8][CH2:9][C:10]1[CH:15]=[CH:14][C:13]([F:16])=[CH:12][C:11]=1[F:17].[O:33]1[CH2:38][CH2:37][CH2:36][CH2:35][CH:34]1[O:39]N. No catalyst specified. The product is [Br:1][C:2]1[C:3](=[O:32])[N:4]([C:19]2[CH:20]=[C:21]([CH:28]=[CH:29][C:30]=2[CH3:31])[C:22]([NH:24][O:39][CH:34]2[CH2:35][CH2:36][CH2:37][CH2:38][O:33]2)=[O:23])[C:5]([CH3:18])=[CH:6][C:7]=1[O:8][CH2:9][C:10]1[CH:15]=[CH:14][C:13]([F:16])=[CH:12][C:11]=1[F:17]. The yield is 0.620.